Dataset: Catalyst prediction with 721,799 reactions and 888 catalyst types from USPTO. Task: Predict which catalyst facilitates the given reaction. (1) Reactant: [CH2:1]([O:19][CH2:20][C:21]([CH2:44][O:45][CH2:46][CH2:47][CH2:48][CH2:49][CH2:50][CH2:51][CH2:52][CH2:53][CH2:54][CH2:55][CH2:56][CH2:57][CH2:58][CH2:59][CH2:60][CH2:61][CH2:62][CH3:63])([CH2:24][O:25][CH2:26][CH2:27][CH2:28][CH2:29][CH2:30][CH2:31][CH2:32][CH2:33][CH2:34][CH2:35][CH2:36][CH2:37][CH2:38][CH2:39][CH2:40][CH2:41][CH2:42][CH3:43])[CH2:22]O)[CH2:2][CH2:3][CH2:4][CH2:5][CH2:6][CH2:7][CH2:8][CH2:9][CH2:10][CH2:11][CH2:12][CH2:13][CH2:14][CH2:15][CH2:16][CH2:17][CH3:18].C1(P(C2C=CC=CC=2)C2C=CC=CC=2)C=CC=CC=1.N1C=CN=C1.[I:88]I. Product: [I:88][CH2:22][C:21]([CH2:44][O:45][CH2:46][CH2:47][CH2:48][CH2:49][CH2:50][CH2:51][CH2:52][CH2:53][CH2:54][CH2:55][CH2:56][CH2:57][CH2:58][CH2:59][CH2:60][CH2:61][CH2:62][CH3:63])([CH2:24][O:25][CH2:26][CH2:27][CH2:28][CH2:29][CH2:30][CH2:31][CH2:32][CH2:33][CH2:34][CH2:35][CH2:36][CH2:37][CH2:38][CH2:39][CH2:40][CH2:41][CH2:42][CH3:43])[CH2:20][O:19][CH2:1][CH2:2][CH2:3][CH2:4][CH2:5][CH2:6][CH2:7][CH2:8][CH2:9][CH2:10][CH2:11][CH2:12][CH2:13][CH2:14][CH2:15][CH2:16][CH2:17][CH3:18]. The catalyst class is: 11. (2) Reactant: [O:1]1[C@H:3]2[CH2:4][C@@:5]3([CH3:34])[CH:9]([CH:10]4[CH2:11][C@H:12]([F:21])[C:13]5[C@@:18]([CH3:19])([C@:2]124)[CH:17]=[CH:16][C:15](=[O:20])[CH:14]=5)[CH2:8][C@@H:7]([CH3:22])[C@:6]3([O:26][C:27]([C:29]1[O:30][CH:31]=[CH:32][CH:33]=1)=[O:28])[C:23]([OH:25])=[O:24].[CH2:35]1CCN2C(=NCCC2)CC1.S(OC)(OC)(=O)=O. Product: [O:1]1[C@H:3]2[CH2:4][C@@:5]3([CH3:34])[CH:9]([CH:10]4[CH2:11][C@H:12]([F:21])[C:13]5[C@@:18]([CH3:19])([C@:2]124)[CH:17]=[CH:16][C:15](=[O:20])[CH:14]=5)[CH2:8][C@@H:7]([CH3:22])[C@:6]3([O:26][C:27]([C:29]1[O:30][CH:31]=[CH:32][CH:33]=1)=[O:28])[C:23]([O:25][CH3:35])=[O:24]. The catalyst class is: 13.